This data is from Reaction yield outcomes from USPTO patents with 853,638 reactions. The task is: Predict the reaction yield, written as a fraction of the theoretical maximum amount of product (1.0 means a 100% yield; for example, 0.34 means a 34% yield). The reactants are [Br:1][C:2]1[CH:3]=[CH:4][C:5]([Cl:11])=[C:6]([CH:10]=1)[C:7]([OH:9])=O.C(Cl)(=O)C(Cl)=O.[CH:18]1([NH2:21])[CH2:20][CH2:19]1.CCN(C(C)C)C(C)C. The catalyst is C(Cl)Cl.CN(C=O)C. The product is [Br:1][C:2]1[CH:3]=[CH:4][C:5]([Cl:11])=[C:6]([CH:10]=1)[C:7]([NH:21][CH:18]1[CH2:20][CH2:19]1)=[O:9]. The yield is 0.940.